This data is from Catalyst prediction with 721,799 reactions and 888 catalyst types from USPTO. The task is: Predict which catalyst facilitates the given reaction. (1) Reactant: [C:1]([C:5]1[CH:6]=[C:7]([N+:15]([O-:17])=[O:16])[C:8]([O:13][CH3:14])=[C:9]([CH:12]=1)[CH:10]=[O:11])([CH3:4])([CH3:3])[CH3:2].[CH2:18](O)[CH2:19][OH:20]. Product: [C:1]([C:5]1[CH:6]=[C:7]([N+:15]([O-:17])=[O:16])[C:8]([O:13][CH3:14])=[C:9]([CH:10]2[O:20][CH2:19][CH2:18][O:11]2)[CH:12]=1)([CH3:4])([CH3:2])[CH3:3]. The catalyst class is: 48. (2) Reactant: Br[C:2]1[CH:3]=[C:4]2[C:9](=[CH:10][CH:11]=1)[N:8]=[CH:7][C:6]([C:12]([O:14][CH3:15])=[O:13])=[CH:5]2.[NH2:16][C:17]1[CH:22]=[CH:21][CH:20]=[CH:19][CH:18]=1.C(=O)([O-])[O-].[Cs+].[Cs+].CN(C)C=O. Product: [C:17]1([NH:16][C:2]2[CH:3]=[C:4]3[C:9](=[CH:10][CH:11]=2)[N:8]=[CH:7][C:6]([C:12]([O:14][CH3:15])=[O:13])=[CH:5]3)[CH:22]=[CH:21][CH:20]=[CH:19][CH:18]=1. The catalyst class is: 713. (3) Reactant: [H-].[Al+3].[Li+].[H-].[H-].[H-].[F:7][C:8]1[CH:9]=[C:10]([S:14][C:15]2[N:19]([C:20]3[C:21]([F:26])=[N:22][CH:23]=[CH:24][CH:25]=3)[N:18]=[C:17]([C:27](OCC)=[O:28])[CH:16]=2)[CH:11]=[CH:12][CH:13]=1.[OH-].[Na+]. Product: [F:7][C:8]1[CH:9]=[C:10]([S:14][C:15]2[N:19]([C:20]3[C:21]([F:26])=[N:22][CH:23]=[CH:24][CH:25]=3)[N:18]=[C:17]([CH2:27][OH:28])[CH:16]=2)[CH:11]=[CH:12][CH:13]=1. The catalyst class is: 7. (4) Reactant: Cl.[Br:2][C:3]1[CH:4]=[C:5]([CH:8]=[CH:9][CH:10]=1)[CH2:6][NH2:7].[CH:11]([S:14](Cl)(=[O:16])=[O:15])([CH3:13])[CH3:12].C(N(CC)CC)C. Product: [Br:2][C:3]1[CH:4]=[C:5]([CH:8]=[CH:9][CH:10]=1)[CH2:6][NH:7][S:14]([CH:11]([CH3:13])[CH3:12])(=[O:16])=[O:15]. The catalyst class is: 4. (5) Reactant: CCN(CC)CC.[C:8]1([C:14]2[N:19]=[CH:18][C:17]([C:20](Cl)=[O:21])=[CH:16][N:15]=2)[CH:13]=[CH:12][CH:11]=[CH:10][CH:9]=1.[NH2:23][NH2:24].Cl.[CH2:26]([O:28][C:29](=[O:31])[CH3:30])[CH3:27]. Product: [CH2:26]([O:28][C:29](=[O:31])[CH2:30][NH:23][NH:24][C:20]([C:17]1[CH:16]=[N:15][C:14]([C:8]2[CH:13]=[CH:12][CH:11]=[CH:10][CH:9]=2)=[N:19][CH:18]=1)=[O:21])[CH3:27]. The catalyst class is: 2.